Dataset: Forward reaction prediction with 1.9M reactions from USPTO patents (1976-2016). Task: Predict the product of the given reaction. (1) The product is: [Cl:1][C:2]1[CH:7]=[CH:6][C:5]([N:8]2[CH2:9][CH2:10][C:11]3[C:16](=[CH:15][CH:14]=[C:13]([OH:17])[CH:12]=3)[CH:25]2[CH2:24][C:18]2[CH:23]=[CH:22][CH:21]=[CH:20][CH:19]=2)=[CH:4][CH:3]=1. Given the reactants [Cl:1][C:2]1[CH:7]=[CH:6][C:5]([NH:8][CH2:9][CH2:10][C:11]2[CH:12]=[C:13]([OH:17])[CH:14]=[CH:15][CH:16]=2)=[CH:4][CH:3]=1.[C:18]1([CH2:24][CH:25]=O)[CH:23]=[CH:22][CH:21]=[CH:20][CH:19]=1.FC(F)(F)C(O)=O, predict the reaction product. (2) The product is: [Cl:12][C:13]1[CH:18]=[CH:17][C:16]2[N:19]([CH2:2][CH2:3][N:4]3[CH2:8][CH2:7][CH2:6][C:5]3([CH3:10])[CH3:9])[C:25]3[CH2:26][CH2:27][N:22]([CH3:21])[CH2:23][C:24]=3[C:15]=2[CH:14]=1. Given the reactants Br[CH2:2][CH2:3][N:4]1[CH2:8][CH2:7][CH2:6][C:5]1([CH3:10])[CH3:9].Cl.[Cl:12][C:13]1[CH:18]=[CH:17][C:16]([NH:19]N)=[CH:15][CH:14]=1.[CH3:21][N:22]1[CH2:27][CH2:26][C:25](=O)[CH2:24][CH2:23]1, predict the reaction product. (3) Given the reactants [N:1]1[C:10]2[C:5](=[CH:6][C:7]([CH2:11][N:12]3[C:16]4=[N:17][C:18]([C:21](=O)[CH3:22])=[CH:19][N:20]=[C:15]4[N:14]=[N:13]3)=[CH:8][CH:9]=2)[CH:4]=[CH:3][CH:2]=1.Cl.[NH2:25][OH:26], predict the reaction product. The product is: [N:1]1[C:10]2[C:5](=[CH:6][C:7]([CH2:11][N:12]3[C:16]4=[N:17][C:18]([C:21](=[N:25][OH:26])[CH3:22])=[CH:19][N:20]=[C:15]4[N:14]=[N:13]3)=[CH:8][CH:9]=2)[CH:4]=[CH:3][CH:2]=1. (4) Given the reactants [CH3:1][C:2]([CH2:13][CH2:14][CH2:15][C:16]1[CH:21]=[CH:20][CH:19]=[CH:18][CH:17]=1)(C(OCC)=O)[C:3]([O:5][CH2:6][CH3:7])=[O:4].[OH-].[K+], predict the reaction product. The product is: [CH3:1][CH:2]([CH2:13][CH2:14][CH2:15][C:16]1[CH:17]=[CH:18][CH:19]=[CH:20][CH:21]=1)[C:3]([O:5][CH2:6][CH3:7])=[O:4]. (5) Given the reactants C([O:3][C:4](=[O:19])[C:5]1[C:10]([C:11]2[CH:16]=[CH:15][CH:14]=[CH:13][C:12]=2[Cl:17])=[CH:9][C:8]([Cl:18])=[N:7][CH:6]=1)C.O1CCOCC1.[OH-].[Na+], predict the reaction product. The product is: [Cl:18][C:8]1[CH:9]=[C:10]([C:11]2[CH:16]=[CH:15][CH:14]=[CH:13][C:12]=2[Cl:17])[C:5]([C:4]([OH:19])=[O:3])=[CH:6][N:7]=1. (6) Given the reactants C1CN([P+](ON2N=NC3C=CC=CC2=3)(N2CCCC2)N2CCCC2)CC1.F[P-](F)(F)(F)(F)F.[C:34]([O:38][C:39]([NH:41][C:42]1[S:46][C:45]([C:47]2[C:52]([F:53])=[CH:51][CH:50]=[CH:49][C:48]=2[F:54])=[N:44][C:43]=1[C:55]([OH:57])=O)=[O:40])([CH3:37])([CH3:36])[CH3:35].FC1C(N)CCCN(C2NN=CC=2[N+]([O-])=O)C1.[NH2:75][C:76]1[CH:77]=[N:78][N:79]([CH2:96][CH:97]([F:99])[F:98])[C:80]=1[N:81]1[CH2:87][CH2:86][CH:85]([F:88])[CH:84]([NH:89][C:90](=[O:95])[C:91]([F:94])([F:93])[F:92])[CH2:83][CH2:82]1.CCN(C(C)C)C(C)C, predict the reaction product. The product is: [F:99][CH:97]([F:98])[CH2:96][N:79]1[C:80]([N:81]2[CH2:82][CH2:83][CH:84]([NH:89][C:90](=[O:95])[C:91]([F:94])([F:93])[F:92])[CH:85]([F:88])[CH2:86][CH2:87]2)=[C:76]([NH:75][C:55]([C:43]2[N:44]=[C:45]([C:47]3[C:52]([F:53])=[CH:51][CH:50]=[CH:49][C:48]=3[F:54])[S:46][C:42]=2[NH:41][C:39](=[O:40])[O:38][C:34]([CH3:35])([CH3:37])[CH3:36])=[O:57])[CH:77]=[N:78]1. (7) Given the reactants C([O:8][C:9]1[C:18]([C:19]2[N:24]=[N:23][C:22]([N:25]([CH3:36])[CH:26]3[CH2:31][C:30]([CH3:33])([CH3:32])[NH:29][C:28]([CH3:35])([CH3:34])[CH2:27]3)=[CH:21][CH:20]=2)=[C:17]2[C:12]([CH:13]=[CH:14][CH:15]=[N:16]2)=[CH:11][CH:10]=1)C1C=CC=CC=1.[H][H], predict the reaction product. The product is: [CH3:36][N:25]([CH:26]1[CH2:31][C:30]([CH3:33])([CH3:32])[NH:29][C:28]([CH3:35])([CH3:34])[CH2:27]1)[C:22]1[N:23]=[N:24][C:19]([C:18]2[C:9]([OH:8])=[CH:10][CH:11]=[C:12]3[C:17]=2[N:16]=[CH:15][CH:14]=[CH:13]3)=[CH:20][CH:21]=1. (8) Given the reactants [CH3:1][O:2][C:3]1[C:4](=[O:36])[C:5]([CH3:35])=[C:6]([CH2:12][C:13]2[CH:14]=[CH:15][C:16]([O:31]C(=O)C)=[C:17]([CH:30]=2)[C:18]([NH:20][C:21]2[CH:26]=[CH:25][CH:24]=[CH:23][C:22]=2[N+:27]([O-:29])=[O:28])=[O:19])[C:7](=[O:11])[C:8]=1[O:9][CH3:10].C(=O)([O-])O.[Na+], predict the reaction product. The product is: [CH3:1][O:2][C:3]1[C:4](=[O:36])[C:5]([CH3:35])=[C:6]([CH2:12][C:13]2[CH:14]=[CH:15][C:16]([OH:31])=[C:17]([CH:30]=2)[C:18]([NH:20][C:21]2[CH:26]=[CH:25][CH:24]=[CH:23][C:22]=2[N+:27]([O-:29])=[O:28])=[O:19])[C:7](=[O:11])[C:8]=1[O:9][CH3:10].